Dataset: Peptide-MHC class I binding affinity with 185,985 pairs from IEDB/IMGT. Task: Regression. Given a peptide amino acid sequence and an MHC pseudo amino acid sequence, predict their binding affinity value. This is MHC class I binding data. (1) The peptide sequence is SSTFYYNL. The MHC is H-2-Kb with pseudo-sequence H-2-Kb. The binding affinity (normalized) is 0.830. (2) The peptide sequence is MTMSYLSTR. The MHC is HLA-B45:06 with pseudo-sequence HLA-B45:06. The binding affinity (normalized) is 0.213. (3) The peptide sequence is IPYCNYSKY. The MHC is HLA-B51:01 with pseudo-sequence HLA-B51:01. The binding affinity (normalized) is 0.0553.